This data is from Full USPTO retrosynthesis dataset with 1.9M reactions from patents (1976-2016). The task is: Predict the reactants needed to synthesize the given product. (1) The reactants are: [C:1]([CH2:3][C:4]([NH2:6])=[O:5])#[N:2].C[O-].[Na+].[Cl:10][C:11]1[CH:16]=[CH:15][CH:14]=[CH:13][C:12]=1[C:17](=O)[CH:18]=[CH:19]N(C)C.Cl. Given the product [Cl:10][C:11]1[CH:16]=[CH:15][CH:14]=[CH:13][C:12]=1[C:17]1[NH:6][C:4](=[O:5])[C:3]([C:1]#[N:2])=[CH:19][CH:18]=1, predict the reactants needed to synthesize it. (2) The reactants are: Cl[C:2]1[N:3]=[C:4]([N:18]2[CH2:23][CH2:22][C:21]([CH3:25])([OH:24])[CH2:20][CH2:19]2)[C:5]2[CH2:10][CH2:9][CH:8]([C:11]3[CH:16]=[CH:15][C:14]([F:17])=[CH:13][CH:12]=3)[C:6]=2[N:7]=1.[Cl:26][C:27]1[N:28]=[CH:29][N:30]([C:32]2[CH:38]=[CH:37][C:35]([NH2:36])=[CH:34][C:33]=2[O:39][CH3:40])[CH:31]=1. Given the product [Cl:26][C:27]1[N:28]=[CH:29][N:30]([C:32]2[CH:38]=[CH:37][C:35]([NH:36][C:2]3[N:3]=[C:4]([N:18]4[CH2:23][CH2:22][C:21]([CH3:25])([OH:24])[CH2:20][CH2:19]4)[C:5]4[CH2:10][CH2:9][CH:8]([C:11]5[CH:16]=[CH:15][C:14]([F:17])=[CH:13][CH:12]=5)[C:6]=4[N:7]=3)=[CH:34][C:33]=2[O:39][CH3:40])[CH:31]=1, predict the reactants needed to synthesize it. (3) Given the product [Cl:29][C:27]1[CH:26]=[C:25]2[C:21]([CH:22]=[CH:23][N:24]2[CH3:32])=[C:20]([CH2:19][N:12]2[C:13]3[CH:18]=[CH:17][CH:16]=[CH:15][C:14]=3[N:10]([CH:6]([CH2:7][CH2:8][CH3:9])[CH2:5][C:4]([OH:3])=[O:31])[C:11]2=[O:30])[CH:28]=1, predict the reactants needed to synthesize it. The reactants are: C([O:3][C:4](=[O:31])[CH2:5][CH:6]([N:10]1[C:14]2[CH:15]=[CH:16][CH:17]=[CH:18][C:13]=2[N:12]([CH2:19][C:20]2[CH:28]=[C:27]([Cl:29])[CH:26]=[C:25]3[C:21]=2[CH:22]=[CH:23][NH:24]3)[C:11]1=[O:30])[CH2:7][CH2:8][CH3:9])C.[C:32]([O-])([O-])=O.[K+].[K+].CI. (4) Given the product [CH:31]([O:30][C:13]1[C:14]2[C:18](=[O:19])[N:17]([CH2:20][CH2:21][C:22]3[CH:23]=[CH:24][C:25]([F:28])=[CH:26][CH:27]=3)[C:16](=[O:29])[C:15]=2[C:6]([O:5][CH3:4])=[C:7]2[C:12]=1[N:11]=[CH:10][CH:9]=[CH:8]2)([C:32]1[CH:37]=[CH:36][CH:35]=[CH:34][CH:33]=1)[C:38]1[CH:43]=[CH:42][CH:41]=[CH:40][CH:39]=1, predict the reactants needed to synthesize it. The reactants are: C(O[C:4](=O)[O:5][C:6]1[C:15]2[C:16](=[O:29])[N:17]([CH2:20][CH2:21][C:22]3[CH:27]=[CH:26][C:25]([F:28])=[CH:24][CH:23]=3)[C:18](=[O:19])[C:14]=2[C:13]([O:30][CH:31]([C:38]2[CH:43]=[CH:42][CH:41]=[CH:40][CH:39]=2)[C:32]2[CH:37]=[CH:36][CH:35]=[CH:34][CH:33]=2)=[C:12]2[C:7]=1[CH:8]=[CH:9][CH:10]=[N:11]2)C.O.C(=O)([O-])[O-].[K+].[K+].IC. (5) Given the product [Br:3][C:4]1[CH:9]=[CH:8][CH:7]=[C:6]([NH:1][NH2:2])[N:5]=1, predict the reactants needed to synthesize it. The reactants are: [NH2:1][NH2:2].[Br:3][C:4]1[CH:9]=[CH:8][CH:7]=[C:6](Br)[N:5]=1. (6) The reactants are: [CH3:1][C:2]1[C:6]([CH2:7][N:8]2[CH:12]=[C:11]([N:13]3[C:17](=[O:18])[CH2:16][NH:15][C:14]3=[O:19])[CH:10]=[N:9]2)=[C:5]([CH3:20])[O:4][N:3]=1.[CH2:21](Br)[C:22]1[CH:27]=[CH:26][CH:25]=[CH:24][CH:23]=1. Given the product [CH2:21]([N:15]1[CH2:16][C:17](=[O:18])[N:13]([C:11]2[CH:10]=[N:9][N:8]([CH2:7][C:6]3[C:2]([CH3:1])=[N:3][O:4][C:5]=3[CH3:20])[CH:12]=2)[C:14]1=[O:19])[C:22]1[CH:27]=[CH:26][CH:25]=[CH:24][CH:23]=1, predict the reactants needed to synthesize it.